From a dataset of Catalyst prediction with 721,799 reactions and 888 catalyst types from USPTO. Predict which catalyst facilitates the given reaction. (1) Reactant: [Cl:1][C:2]1[CH:14]=[C:13]([Cl:15])[CH:12]=[CH:11][C:3]=1[CH2:4][CH:5]1[CH2:9][CH2:8][NH:7][C:6]1=[O:10].[H-].[Na+].Br[CH:19]1[CH2:24][CH2:23][CH2:22][CH:21]=[CH:20]1.C(=O)(O)[O-].[Na+]. Product: [CH:24]1([N:7]2[CH2:8][CH2:9][CH:5]([CH2:4][C:3]3[CH:11]=[CH:12][C:13]([Cl:15])=[CH:14][C:2]=3[Cl:1])[C:6]2=[O:10])[CH2:23][CH2:22][CH2:21][CH:20]=[CH:19]1. The catalyst class is: 1. (2) Reactant: [CH2:1]([O:3][C:4]([C:6]1[O:14][C:13]2[CH:12]=[CH:11][N:10]=[CH:9][C:8]=2[C:7]=1[NH2:15])=[O:5])[CH3:2].Br[C:17]1[CH:22]=[CH:21][C:20]([S:23][CH3:24])=[CH:19][C:18]=1[F:25].CC1(C)C2C(=C(P(C3C=CC=CC=3)C3C=CC=CC=3)C=CC=2)OC2C(P(C3C=CC=CC=3)C3C=CC=CC=3)=CC=CC1=2.[O-]P([O-])([O-])=O.[K+].[K+].[K+]. Product: [CH2:1]([O:3][C:4]([C:6]1[O:14][C:13]2[CH:12]=[CH:11][N:10]=[CH:9][C:8]=2[C:7]=1[NH:15][C:17]1[CH:22]=[CH:21][C:20]([S:23][CH3:24])=[CH:19][C:18]=1[F:25])=[O:5])[CH3:2]. The catalyst class is: 101. (3) Reactant: Cl[CH2:2]/[CH:3]=[CH:4]/[CH2:5][O:6][C:7]1[CH:16]=[C:15]2[C:10]([CH2:11][CH2:12][C:13](=[O:17])[NH:14]2)=[CH:9][CH:8]=1.[Na+].[I-].Cl.[Cl:21][C:22]1[C:27]([Cl:28])=[CH:26][CH:25]=[CH:24][C:23]=1[N:29]1[CH2:34][CH2:33][NH:32][CH2:31][CH2:30]1.C([O-])([O-])=O.[K+].[K+]. Product: [Cl:21][C:22]1[C:27]([Cl:28])=[CH:26][CH:25]=[CH:24][C:23]=1[N:29]1[CH2:34][CH2:33][N:32]([CH2:2]/[CH:3]=[CH:4]/[CH2:5][O:6][C:7]2[CH:16]=[C:15]3[C:10]([CH2:11][CH2:12][C:13](=[O:17])[NH:14]3)=[CH:9][CH:8]=2)[CH2:31][CH2:30]1. The catalyst class is: 23. (4) Reactant: CN([C@@H](C)C([NH:13][C@H:14]([C:18]([N:20]1[CH2:25][CH2:24][NH:23][CH2:22][C@H:21]1[C:26]([NH:28][C@H:29]1[C:38]2[C:33](=[CH:34][CH:35]=[CH:36][CH:37]=2)[CH2:32][CH2:31][CH2:30]1)=[O:27])=[O:19])[CH:15]([CH3:17])[CH3:16])=O)C(=O)OC(C)(C)C.[CH:40](NC(C)C)(C)C.[C:47](N[C@H](C(O)=O)C(C)C)([O:49][C:50]([CH3:53])([CH3:52])[CH3:51])=[O:48].CN(C(ON1N=N[C:72]2[CH:73]=[CH:74][CH:75]=[CH:76][C:71]1=2)=[N+](C)C)C.F[P-](F)(F)(F)(F)F.C1C=CC2N(O)N=NC=2C=1. Product: [C:50]([O:49][C:47](=[O:48])[NH:13][C@H:14]([C:18]([N:20]1[CH2:25][CH2:24][N:23]([CH2:40][C:71]2[CH:76]=[CH:75][CH:74]=[CH:73][CH:72]=2)[CH2:22][C@H:21]1[C:26](=[O:27])[NH:28][C@H:29]1[C:38]2[C:33](=[CH:34][CH:35]=[CH:36][CH:37]=2)[CH2:32][CH2:31][CH2:30]1)=[O:19])[CH:15]([CH3:17])[CH3:16])([CH3:51])([CH3:52])[CH3:53]. The catalyst class is: 329. (5) Reactant: [NH2:1][C:2]1[CH:11]=[CH:10][CH:9]=[C:4]([C:5]([O:7][CH3:8])=[O:6])[C:3]=1[C:12]([O:14]C)=O.Cl.Cl[C:18]([NH2:20])=[NH:19]. Product: [NH2:19][C:18]1[NH:20][C:12](=[O:14])[C:3]2[C:4]([C:5]([O:7][CH3:8])=[O:6])=[CH:9][CH:10]=[CH:11][C:2]=2[N:1]=1. The catalyst class is: 736. (6) Reactant: Cl[C:2]1[C:3]2[C:4](=[CH:18][N:19](CC3C=CC(OC)=CC=3)[N:20]=2)[N:5]=[C:6]([C:8]2[CH:13]=[C:12]([O:14][CH3:15])[CH:11]=[CH:10][C:9]=2[O:16][CH3:17])[N:7]=1.[CH3:30][O:31][C:32]1[CH:33]=[C:34]([CH:36]=[CH:37][C:38]=1[O:39][CH3:40])[NH2:35].Cl. Product: [CH3:17][O:16][C:9]1[CH:10]=[CH:11][C:12]([O:14][CH3:15])=[CH:13][C:8]=1[C:6]1[N:7]=[C:2]([NH:35][C:34]2[CH:36]=[CH:37][C:38]([O:39][CH3:40])=[C:32]([O:31][CH3:30])[CH:33]=2)[C:3]2[NH:20][N:19]=[CH:18][C:4]=2[N:5]=1. The catalyst class is: 71. (7) Reactant: [NH:1]([C:8]1[N:9]([C:25]2[CH:30]=[CH:29][CH:28]=[CH:27][CH:26]=2)[C:10]2[C:15]([C:16](=[O:18])[CH:17]=1)=[C:14]([S:19][CH2:20][C:21]([OH:23])=O)[N:13]=[C:12]([CH3:24])[CH:11]=2)[C:2]1[CH:7]=[CH:6][CH:5]=[CH:4][CH:3]=1.CCN=C=N[CH2:36][CH2:37][CH2:38][N:39](C)C.C1C=CC2N(O)N=NC=2C=1.C1(N)CC1. Product: [NH:1]([C:8]1[N:9]([C:25]2[CH:26]=[CH:27][CH:28]=[CH:29][CH:30]=2)[C:10]2[C:15]([C:16](=[O:18])[CH:17]=1)=[C:14]([S:19][CH2:20][C:21]([NH:39][CH:38]1[CH2:36][CH2:37]1)=[O:23])[N:13]=[C:12]([CH3:24])[CH:11]=2)[C:2]1[CH:7]=[CH:6][CH:5]=[CH:4][CH:3]=1. The catalyst class is: 2. (8) Reactant: [OH:1][C:2]1[N:6]([C:7]2[CH:15]=[CH:14][C:10]([C:11](O)=[O:12])=[CH:9][N:8]=2)[N:5]=[CH:4][C:3]=1[C:16]1[CH:21]=[CH:20][N:19]=[C:18]([O:22][CH3:23])[CH:17]=1.CCN=C=NCCCN(C)C.C1C=CC2N(O)N=NC=2C=1.[O:45]1[CH2:50][CH2:49][CH:48]([CH2:51][NH2:52])[CH2:47][CH2:46]1.CCN(C(C)C)C(C)C. Product: [OH:1][C:2]1[N:6]([C:7]2[CH:15]=[CH:14][C:10]([C:11]([NH:52][CH2:51][CH:48]3[CH2:49][CH2:50][O:45][CH2:46][CH2:47]3)=[O:12])=[CH:9][N:8]=2)[N:5]=[CH:4][C:3]=1[C:16]1[CH:21]=[CH:20][N:19]=[C:18]([O:22][CH3:23])[CH:17]=1. The catalyst class is: 3.